This data is from Full USPTO retrosynthesis dataset with 1.9M reactions from patents (1976-2016). The task is: Predict the reactants needed to synthesize the given product. (1) Given the product [CH3:1][O:2][C:3]1[CH:4]=[C:5]2[C:10](=[CH:11][C:12]=1[O:13][CH3:14])[N:9]=[CH:8][CH:7]=[C:6]2[O:15][C:16]1[C:22]([CH3:23])=[CH:21][C:19]([NH:20][C:40](=[O:42])[O:56][CH:54]([C:53]2[CH:57]=[CH:58][CH:59]=[CH:60][C:52]=2[Br:51])[CH3:55])=[C:18]([CH3:24])[CH:17]=1, predict the reactants needed to synthesize it. The reactants are: [CH3:1][O:2][C:3]1[CH:4]=[C:5]2[C:10](=[CH:11][C:12]=1[O:13][CH3:14])[N:9]=[CH:8][CH:7]=[C:6]2[O:15][C:16]1[C:22]([CH3:23])=[CH:21][C:19]([NH2:20])=[C:18]([CH3:24])[CH:17]=1.C1(C)C=CC=CC=1.C(N(CC)CC)C.Cl[C:40](Cl)([O:42]C(=O)OC(Cl)(Cl)Cl)Cl.[Br:51][C:52]1[CH:60]=[CH:59][CH:58]=[CH:57][C:53]=1[CH:54]([OH:56])[CH3:55]. (2) The reactants are: [N:1]1([C:8]([O:10][CH2:11][C:12]2[CH:17]=[CH:16][CH:15]=[CH:14][CH:13]=2)=[O:9])[CH2:3][C@H:2]1[C:4]([O:6][CH3:7])=[O:5].[CH2:18]([OH:22])[CH2:19][CH2:20][CH3:21]. Given the product [CH2:18]([O:22][CH2:3][C@@H:2]([C:4]([O:6][CH3:7])=[O:5])[NH:1][C:8]([O:10][CH2:11][C:12]1[CH:13]=[CH:14][CH:15]=[CH:16][CH:17]=1)=[O:9])[CH2:19][CH2:20][CH3:21], predict the reactants needed to synthesize it.